Dataset: Experimentally validated miRNA-target interactions with 360,000+ pairs, plus equal number of negative samples. Task: Binary Classification. Given a miRNA mature sequence and a target amino acid sequence, predict their likelihood of interaction. (1) The miRNA is hsa-miR-4533 with sequence UGGAAGGAGGUUGCCGGACGCU. The protein sequence of the target gene is MSGRLWSKAIFAGYKRGLRNQREHTALLKIEGVYARDETEFYLGKRCAYVYKAKNNTVTPGGKPNKTRVIWGKVTRAHGNSGMVRAKFRSNLPAKAIGHRIRVMLYPSRI. Result: 1 (interaction). (2) The miRNA is ath-miR160a-5p with sequence UGCCUGGCUCCCUGUAUGCCA. The protein sequence of the target gene is MAAVALLRGAAVGRRSPAWHWRLSGTASHCLARGFGLLGSNPADGVAWTCFRLDGRALVRVRGPDAAPFLLGLSTNELPLSGPPTGAAQPSARAAYAHFLNVQGRTLYDVILYGLPECTEGAPSFLLECDSSVLGALQKHLSMYKIRRKVTVEPSPELHVWAVLPCVPQTSETAPLEERVEGTTMLIRDPRTARMGWRLLTQDDGPALVPRGQLGDLQDYHKYRYQQGIPEGVCDLPPGMALPLESNLVFMNGVSFTKGCYIGQELTARTHHTGVIRKRLFPVKLEGPLPASGVSPGAIV.... Result: 0 (no interaction). (3) The miRNA is mmu-miR-466f-5p with sequence UACGUGUGUGUGCAUGUGCAUG. The protein sequence of the target gene is MEEPQPPRPPASMALLGSQHSGAPSAAGPPGGTSSAATAAVLSFSTVATAALGNLSDASGGGTAAAPGGGGLGGSGAAREAGAAVRRPLGPEAAPLLSHGAAVAAQALVLLLIFLLSSLGNCAVMGVIVKHRQLRTVTNAFILSLSLSDLLTALLCLPAAFLDLFTPPGGSAPAAAAGPWRGFCAASRFFSSCFGIVSTLSVALISLDRYCAIVRPPREKIGRRRALQLLAGAWLTALGFSLPWELLGAPRELAAAQSFHGCLYRTSPDPAQLGAAFSVGLVVACYLLPFLLMCFCHYHI.... Result: 0 (no interaction).